From a dataset of Experimentally validated miRNA-target interactions with 360,000+ pairs, plus equal number of negative samples. Binary Classification. Given a miRNA mature sequence and a target amino acid sequence, predict their likelihood of interaction. (1) The miRNA is hsa-miR-513c-3p with sequence UAAAUUUCACCUUUCUGAGAAGA. The protein sequence of the target gene is MPGEATETVPATEQELPQSQAETGSGTASDSGESVPGIEEQDSTQTTTQKAWLVAAAEIDEEPVGKAKQSRSEKRARKAMSKLGLLQVTGVTRVTIWKSKNILFVITKLDVYKSPASDAYIVFGEAKIQDLSQQAQLAAAEKFRVQGEAVGNIQENTQTPTVQEESEEEEVDETGVEVKDVKLVMSQANVSRAKAVRALKNNSNDIVNAIMELTV. Result: 1 (interaction). (2) The miRNA is rno-miR-208b-3p with sequence AUAAGACGAACAAAAGGU. The protein sequence of the target gene is MDEQAGPGVFFSNNHPGAGGAKGLGPLAEAAAAGDGAAAAGAARAQYSLPGILHFLQHEWARFEVERAQWEVERAELQAQIAFLQGERKGQENLKKDLVRRIKMLEYALKQERAKYHKLKYGTELNQGDMKPPSYDSDEGNETEVQPQQNSQLMWKQGRQLLRQYLQEVGYTDTILDVKSKRVRALLGFSSDVTDREDDKNQDSVINGTEAEVKETAMIGKSELTDSASVLDNFKFLESAAADVSDEDEDEDTDGRAKSVIDTSTIVRKKALPDTSEDRDTKEALKEFDFLVTSEEGDNE.... Result: 0 (no interaction). (3) The miRNA is hsa-miR-19a-3p with sequence UGUGCAAAUCUAUGCAAAACUGA. The protein sequence of the target gene is MASGLGSPSPCSAGSEEEDMDALLNNSLPPPHPENEEDPDEDLSEAETPKLKKKKKPKKPRDPKIPKSKRQKKELGDSSGEGPEFVEEEEEVALRSDSEGSDYTPGKKKKKKLGPKKEKKSKSKRKEEEEEEDEDDDSKEPKSSAQLLEDWGMEDIDHVFSEEDYRTLTNYKAFSQFVRPLIAAKNPKIAVSKMMMVLGAKWREFSTNNPFKGSSGASVAAAAAAAVAVVESMVTATEVAPPPPPVEVPIRKAKTKEGKGPNARRKPKGSPRVPDAKKPKPKKVAPLKIKLGGFGSKRKR.... Result: 0 (no interaction). (4) The miRNA is mmu-miR-6418-3p with sequence ACUGCAACCUCCUUUCUCCAGG. The protein sequence of the target gene is MGIQGGSVLFGLLLVLAVFCHSGHSLQCYNCPNPTADCKTAVNCSSDFDACLITKAGLQVYNKCWKFEHCNFNDVTTRLRENELTYYCCKKDLCNFNEQLENGGTSLSEKTVLLLVTPFLAAAWSLHP. Result: 0 (no interaction). (5) The miRNA is hsa-miR-4689 with sequence UUGAGGAGACAUGGUGGGGGCC. The protein sequence of the target gene is MEESSSVAMLVPDIGEQEAILTAESIISPSLEIDEQRKTKPDPLIHVIQKLSKIVENEKSQKCLLIGKKRPRSSAATHSLETQELCEIPAKVIQSPAADTRRAEMSQTNFTPDTLAQNEGKAMSYQCSLCKFLSSSFSVLKDHIKQHGQQNEVILMCSECHITSRSQEELEAHVVNDHDNDANIHTQSKAQQCVSPSSSLCRKTTERNETIPDIPVSVDNLQTHTVQTASVAEMGRRKWYAYEQYGMYRCLFCSYTCGQQRMLKTHAWKHAGEVDCSYPIFENENEPLGLLDSSAAAAPG.... Result: 1 (interaction). (6) The miRNA is hsa-miR-6499-3p with sequence AGCAGUGUUUGUUUUGCCCACA. The protein sequence of the target gene is MELKRGKTFIKSSLQVSHEKPPDPAAVAAAREGTGPWSVLPGGQQRPHSEKGPQASPSAQEYDRCPNKGAQLDPKGGPAALCGATFKPVRKCKTHDSMSGAGRATAATGQLVGSASFPGSPGSRRMIDYRHFVPQMPFVPAVAKSIPRKRISLKRPKKCFRNLFHIRRNKTEDLASLAAEGKSLPSPGDPSDPGGRRSKAFLPPGEGPGLDGLCQDLLDSELLADASFGLCRALCEDVASLQSFDSLTGCGEVFADESSVPSLELNEGPESPTQAAQGLESKVPRGPLQGSVEQLASPAQ.... Result: 1 (interaction). (7) The miRNA is mmu-miR-340-5p with sequence UUAUAAAGCAAUGAGACUGAUU. The protein sequence of the target gene is METETKTLPLENASILSEGSLQEGHRLWIGNLDPKITEYHLLKLLQKFGKVKQFDFLFHKSGALEGQPRGYCFVNFETKQEAEQAIQCLNGKLALSKKLVVRWAHAQVKRYDHNKNDKILPISLEPSSSTEPAQSNLSVTAKIKAIEAKLKMMAENPDAEYPAAPVYSYFKPPDKKRTTPYSRTAWKSRR. Result: 1 (interaction). (8) The miRNA is hsa-miR-6843-3p with sequence AUGGUCUCCUGUUCUCUGCAG. The protein sequence of the target gene is MKLKKQVTVCGAAIFCVAVFSLYLMLDRVQHDPTRHQNGGNFPRSQISVLQNRIEQLEQLLEENHEIISHIKDSVLELTANAEGPPAMLPYYTVNGSWVVPPEPRPSFFSISPQDCQFALGGRGQKPELQMLTVSEELPFDNVDGGVWRQGFDISYDPHDWDAEDLQVFVVPHSHNDPGWIKTFDKYYTEQTQHILNSMVSKLQEDPRRRFLWAEVSFFAKWWDNINVQKRAAVRRLVGNGQLEIATGGWVMPDEANSHYFALIDQLIEGHQWLERNLGATPRSGWAVDPFGYSSTMPYL.... Result: 1 (interaction). (9) The miRNA is hsa-miR-4633-5p with sequence AUAUGCCUGGCUAGCUCCUC. The protein sequence of the target gene is MAAAAPRRPTQQGTVTFEDVAVNFSQEEWCLLSEAQRCLYRDVMLENLALISSLGCWCGSKDEEAPCKQRISVQRESQSRTPRAGVSPKKAHPCEMCGLILEDVFHFADHQETHHKQKLNRSGACGKNLDDTAYLHQHQKQHIGEKFYRKSVREASFVKKRKLRVSQEPFVFREFGKDVLPSSGLCQEAAAVEKTDSETMHGPPFQEGKTNYSCGKRTKAFSTKHSVIPHQKLFTRDGCYVCSDCGKSFSRYVSFSNHQRDHTAKGPYDCGECGKSYSRKSSLIQHQRVHTGKTAYPCEE.... Result: 1 (interaction).